Dataset: CYP2C9 inhibition data for predicting drug metabolism from PubChem BioAssay. Task: Regression/Classification. Given a drug SMILES string, predict its absorption, distribution, metabolism, or excretion properties. Task type varies by dataset: regression for continuous measurements (e.g., permeability, clearance, half-life) or binary classification for categorical outcomes (e.g., BBB penetration, CYP inhibition). Dataset: cyp2c9_veith. (1) The molecule is Cc1cccc(Sc2c([N+](=O)[O-])ncn2C)n1. The result is 0 (non-inhibitor). (2) The result is 1 (inhibitor). The drug is CC(C)[C@H](N)c1nnc(SCc2ccc(Cl)cc2)o1.Cl.